From a dataset of Full USPTO retrosynthesis dataset with 1.9M reactions from patents (1976-2016). Predict the reactants needed to synthesize the given product. (1) Given the product [Cl:36][C:35]1[CH:34]=[CH:33][C:32]2[N:31]=[C:30]([N:4]3[CH2:5][CH2:6][C:2]([OH:7])([CH3:1])[CH2:3]3)[CH:29]=[CH:28][C:27]=2[C:26]=1[C:24]([NH:23][CH2:22][C@:15]1([OH:14])[CH2:20][CH2:19][CH2:18][C@H:17]([CH3:21])[CH2:16]1)=[O:25], predict the reactants needed to synthesize it. The reactants are: [CH3:1][C:2]1([OH:7])[CH2:6][CH2:5][NH:4][CH2:3]1.O[C@H]1CCNC1.[OH:14][C:15]1([CH2:22][NH:23][C:24]([C:26]2[C:27]3[CH:28]=[CH:29][C:30](Cl)=[N:31][C:32]=3[CH:33]=[CH:34][C:35]=2[Cl:36])=[O:25])[CH2:20][CH2:19][CH2:18][CH:17]([CH3:21])[CH2:16]1.C(N(C(C)C)CC)(C)C. (2) Given the product [NH:8]1[C:9]2[C:14](=[CH:13][CH:12]=[CH:11][CH:10]=2)[C:6]([CH2:5][C@H:4]([NH:15][C:16](=[O:42])[C:17]2[CH:18]=[CH:19][C:20]([C@H:23]3[CH2:28][CH2:27][CH2:26][C@H:25]([NH:29][C@@H:30]([C:32]4[C:41]5[C:36](=[CH:37][CH:38]=[CH:39][CH:40]=5)[CH:35]=[CH:34][CH:33]=4)[CH3:31])[CH2:24]3)=[CH:21][CH:22]=2)[C:3]([OH:43])=[O:2])=[CH:7]1, predict the reactants needed to synthesize it. The reactants are: C[O:2][C:3](=[O:43])[CH:4]([NH:15][C:16](=[O:42])[C:17]1[CH:22]=[CH:21][C:20]([CH:23]2[CH2:28][CH2:27][CH2:26][CH:25]([NH:29][CH:30]([C:32]3[C:41]4[C:36](=[CH:37][CH:38]=[CH:39][CH:40]=4)[CH:35]=[CH:34][CH:33]=3)[CH3:31])[CH2:24]2)=[CH:19][CH:18]=1)[CH2:5][C:6]1[C:14]2[C:9](=[CH:10][CH:11]=[CH:12][CH:13]=2)[NH:8][CH:7]=1.COC(=O)[C@@H](NC(=O)C1C=CC([C@H]2CCC[C@H](N[C@@H](C3C4C(=CC=CC=4)C=CC=3)C)C2)=CC=1)CC1C2C(=CC=CC=2)NC=1. (3) Given the product [Cl:30][C:31]1[CH:32]=[C:33]([CH:35]=[CH:36][C:37]=1[F:38])[NH:34][C:6]1[C:5]2[C:10](=[CH:11][C:2]([I:1])=[C:3]([N+:13]([O-:15])=[O:14])[CH:4]=2)[N:9]=[CH:8][N:7]=1, predict the reactants needed to synthesize it. The reactants are: [I:1][C:2]1[CH:11]=[C:10]2[C:5]([C:6](=O)[NH:7][CH:8]=[N:9]2)=[CH:4][C:3]=1[N+:13]([O-:15])=[O:14].P(Cl)(Cl)(Cl)=O.C(N(CC)C(C)C)(C)C.[Cl:30][C:31]1[CH:32]=[C:33]([CH:35]=[CH:36][C:37]=1[F:38])[NH2:34].C(N(CC)CC)C. (4) Given the product [C:21]([C:25]1[CH:26]=[CH:27][C:28]([NH:29][C:14]2[C:15]3[CH2:16][CH2:17][N:8]([CH2:1][C:2]4[CH:7]=[CH:6][CH:5]=[CH:4][CH:3]=4)[CH2:9][C:10]=3[N:11]=[C:12]([S:19][CH3:20])[N:13]=2)=[CH:30][CH:31]=1)([CH3:24])([CH3:22])[CH3:23], predict the reactants needed to synthesize it. The reactants are: [CH2:1]([N:8]1[CH2:17][CH2:16][C:15]2[C:14](Cl)=[N:13][C:12]([S:19][CH3:20])=[N:11][C:10]=2[CH2:9]1)[C:2]1[CH:7]=[CH:6][CH:5]=[CH:4][CH:3]=1.[C:21]([C:25]1[CH:31]=[CH:30][C:28]([NH2:29])=[CH:27][CH:26]=1)([CH3:24])([CH3:23])[CH3:22]. (5) Given the product [CH3:19][O:20][CH2:21][O:1][C:2]1[CH:3]=[N:4][CH:5]=[CH:6][CH:7]=1, predict the reactants needed to synthesize it. The reactants are: [OH:1][C:2]1[CH:3]=[N:4][CH:5]=[CH:6][CH:7]=1.CN(C=O)C.CC([O-])(C)C.[K+].[CH3:19][O:20][CH2:21]Cl. (6) Given the product [Cl:1][CH2:2][CH2:3][N:4]1[C:12]2[C:7](=[CH:8][C:9]([O:13][CH3:14])=[CH:10][CH:11]=2)[CH:6]=[C:5]1[CH:15]=[O:16], predict the reactants needed to synthesize it. The reactants are: [Cl:1][CH2:2][CH2:3][N:4]1[C:12]2[C:7](=[CH:8][C:9]([O:13][CH3:14])=[CH:10][CH:11]=2)[CH:6]=[C:5]1[CH2:15][OH:16].